Dataset: Forward reaction prediction with 1.9M reactions from USPTO patents (1976-2016). Task: Predict the product of the given reaction. (1) Given the reactants F[C:2]1[CH:21]=[C:20]([C:22]([F:28])([F:27])[C:23]([F:26])([F:25])[F:24])[CH:19]=[CH:18][C:3]=1[C:4]([NH:6][C:7]1[CH:8]=[CH:9][C:10]([C:13]([O:15]CC)=[O:14])=[N:11][CH:12]=1)=[O:5].[F:29][C:30]1[CH:35]=[CH:34][C:33]([OH:36])=[C:32]([O:37][CH3:38])[CH:31]=1.C([O-])([O-])=O.[Cs+].[Cs+].[OH-].[Na+], predict the reaction product. The product is: [F:29][C:30]1[CH:35]=[CH:34][C:33]([O:36][C:2]2[CH:21]=[C:20]([C:22]([F:28])([F:27])[C:23]([F:24])([F:26])[F:25])[CH:19]=[CH:18][C:3]=2[C:4]([NH:6][C:7]2[CH:8]=[CH:9][C:10]([C:13]([OH:15])=[O:14])=[N:11][CH:12]=2)=[O:5])=[C:32]([O:37][CH3:38])[CH:31]=1. (2) Given the reactants [CH3:1][N:2]([CH3:15])[C:3]1[CH:8]=[CH:7][C:6]([CH:9]2[CH2:14][NH:13][CH2:12][CH2:11][NH:10]2)=[CH:5][CH:4]=1.Cl[C:17]1[C:26]2[C:21](=[CH:22][C:23]([O:29][CH3:30])=[C:24]([O:27][CH3:28])[CH:25]=2)[N:20]=[CH:19][N:18]=1, predict the reaction product. The product is: [CH3:1][N:2]([CH3:15])[C:3]1[CH:4]=[CH:5][C:6]([CH:9]2[NH:10][CH2:11][CH2:12][N:13]([C:17]3[C:26]4[C:21](=[CH:22][C:23]([O:29][CH3:30])=[C:24]([O:27][CH3:28])[CH:25]=4)[N:20]=[CH:19][N:18]=3)[CH2:14]2)=[CH:7][CH:8]=1. (3) Given the reactants [CH3:1][O:2][C:3]1[CH:8]=[CH:7][C:6]([N:9]2[C:13]3=[C:14]4[C:18](=[CH:19][CH:20]=[C:12]3[C:11]([C:21]([NH2:23])=O)=[N:10]2)[NH:17][N:16]=[CH:15]4)=[CH:5][CH:4]=1.FC(F)(F)C(OC(=O)C(F)(F)F)=O, predict the reaction product. The product is: [CH3:1][O:2][C:3]1[CH:4]=[CH:5][C:6]([N:9]2[C:13]3=[C:14]4[C:18](=[CH:19][CH:20]=[C:12]3[C:11]([C:21]#[N:23])=[N:10]2)[NH:17][N:16]=[CH:15]4)=[CH:7][CH:8]=1. (4) Given the reactants [Cl:1][C:2]1[N:3]=[N:4][C:5](Cl)=[C:6]([CH3:10])[C:7]=1[CH2:8][CH3:9].O.[NH2:13][NH2:14], predict the reaction product. The product is: [Cl:1][C:2]1[N:3]=[N:4][C:5]([NH:13][NH2:14])=[C:6]([CH3:10])[C:7]=1[CH2:8][CH3:9].